The task is: Predict the reaction yield, written as a fraction of the theoretical maximum amount of product (1.0 means a 100% yield; for example, 0.34 means a 34% yield).. This data is from Reaction yield outcomes from USPTO patents with 853,638 reactions. (1) The reactants are [OH:1][CH:2]1[CH2:7][CH2:6][C:5]([CH3:12])([C:8]([O:10][CH3:11])=[O:9])[CH2:4][CH2:3]1.CCN(C(C)C)C(C)C.[CH3:22][Si:23]([CH2:26][CH2:27][O:28][CH2:29]Cl)([CH3:25])[CH3:24]. The catalyst is ClCCl. The product is [CH3:12][C:5]1([C:8]([O:10][CH3:11])=[O:9])[CH2:4][CH2:3][CH:2]([O:1][CH2:29][O:28][CH2:27][CH2:26][Si:23]([CH3:25])([CH3:24])[CH3:22])[CH2:7][CH2:6]1. The yield is 0.980. (2) The reactants are Cl[C:2]1[N:7]=[C:6]([C:8]2[N:12]3[CH:13]=[CH:14][CH:15]=[CH:16][C:11]3=[N:10][C:9]=2[C:17]2[CH:18]=[CH:19][C:20]([O:34][CH3:35])=[C:21]([CH:33]=2)[C:22]([NH:24][C:25]2[C:30]([F:31])=[CH:29][CH:28]=[CH:27][C:26]=2[F:32])=[O:23])[CH:5]=[CH:4][N:3]=1.[CH2:36]([C:38]1[C:39]([N:48]2[CH2:53][CH2:52][CH:51]([N:54]3[CH2:59][CH2:58][N:57]([S:60]([CH3:63])(=[O:62])=[O:61])[CH2:56][CH2:55]3)[CH2:50][CH2:49]2)=[CH:40][C:41]([O:45][CH2:46][CH3:47])=[C:42]([NH2:44])[CH:43]=1)[CH3:37].Cl. The catalyst is C(O)C(F)(F)F. The product is [F:32][C:26]1[CH:27]=[CH:28][CH:29]=[C:30]([F:31])[C:25]=1[NH:24][C:22](=[O:23])[C:21]1[CH:33]=[C:17]([C:9]2[N:10]=[C:11]3[CH:16]=[CH:15][CH:14]=[CH:13][N:12]3[C:8]=2[C:6]2[CH:5]=[CH:4][N:3]=[C:2]([NH:44][C:42]3[CH:43]=[C:38]([CH2:36][CH3:37])[C:39]([N:48]4[CH2:49][CH2:50][CH:51]([N:54]5[CH2:55][CH2:56][N:57]([S:60]([CH3:63])(=[O:62])=[O:61])[CH2:58][CH2:59]5)[CH2:52][CH2:53]4)=[CH:40][C:41]=3[O:45][CH2:46][CH3:47])[N:7]=2)[CH:18]=[CH:19][C:20]=1[O:34][CH3:35]. The yield is 0.640. (3) The reactants are [CH3:1][O:2][CH2:3][CH2:4][CH2:5][O:6][C:7]1[CH:8]=[C:9]2[C:13](=[C:14]([NH:16][S:17]([C:20]3[CH:25]=[CH:24][CH:23]=[CH:22][N:21]=3)(=[O:19])=[O:18])[CH:15]=1)[NH:12][C:11]([C:26]([O:28][CH2:29][CH3:30])=[O:27])=[CH:10]2.[C:31](=O)([O-])[O-].[K+].[K+].CN(C)C=O.CI. The catalyst is O. The product is [CH3:1][O:2][CH2:3][CH2:4][CH2:5][O:6][C:7]1[CH:8]=[C:9]2[C:13](=[C:14]([N:16]([CH3:31])[S:17]([C:20]3[CH:25]=[CH:24][CH:23]=[CH:22][N:21]=3)(=[O:18])=[O:19])[CH:15]=1)[NH:12][C:11]([C:26]([O:28][CH2:29][CH3:30])=[O:27])=[CH:10]2. The yield is 0.880. (4) The reactants are [CH:1]([N:4]1[CH2:9][CH2:8][CH:7]([O:10][C:11]2[CH:19]=[CH:18][C:17]3[N:16]4[C@H:20]([CH3:25])[CH2:21][NH:22][C:23](=[O:24])[C:15]4=[CH:14][C:13]=3[CH:12]=2)[CH2:6][CH2:5]1)([CH3:3])[CH3:2].[H-].[Na+].Cl[CH2:29][C:30]1[N:34]=[C:33]([C:35]2[CH:40]=[CH:39][CH:38]=[CH:37][CH:36]=2)[O:32][N:31]=1. No catalyst specified. The product is [CH:1]([N:4]1[CH2:9][CH2:8][CH:7]([O:10][C:11]2[CH:19]=[CH:18][C:17]3[N:16]4[C@H:20]([CH3:25])[CH2:21][N:22]([CH2:29][C:30]5[N:34]=[C:33]([C:35]6[CH:36]=[CH:37][CH:38]=[CH:39][CH:40]=6)[O:32][N:31]=5)[C:23](=[O:24])[C:15]4=[CH:14][C:13]=3[CH:12]=2)[CH2:6][CH2:5]1)([CH3:3])[CH3:2]. The yield is 0.670. (5) The reactants are [CH3:1]N(C)CCN.C[Al](C)C.C(O[C:14]([C:16]1[CH:17]=[N:18][N:19]([C:21]2[CH:26]=[CH:25][CH:24]=[C:23]([Br:27])[CH:22]=2)[CH:20]=1)=[O:15])C. The catalyst is C1(C)C=CC=CC=1. The product is [Br:27][C:23]1[CH:22]=[C:21]([N:19]2[CH:20]=[C:16]([C:14](=[O:15])[CH3:1])[CH:17]=[N:18]2)[CH:26]=[CH:25][CH:24]=1. The yield is 0.835. (6) The reactants are [C:1]1([CH2:7][C:8]2[CH:13]=[CH:12][CH:11]=[CH:10][CH:9]=2)[CH:6]=[CH:5][CH:4]=[CH:3][CH:2]=1.C([Li])CCC.[CH3:19][C:20]1[CH:33]=[CH:32][C:23]([C:24]([C:26]2[CH:31]=[CH:30][CH:29]=[CH:28][CH:27]=2)=O)=[CH:22][CH:21]=1. No catalyst specified. The product is [CH3:19][C:20]1[CH:33]=[CH:32][C:23]([C:24]([C:26]2[CH:31]=[CH:30][CH:29]=[CH:28][CH:27]=2)=[C:7]([C:1]2[CH:6]=[CH:5][CH:4]=[CH:3][CH:2]=2)[C:8]2[CH:13]=[CH:12][CH:11]=[CH:10][CH:9]=2)=[CH:22][CH:21]=1. The yield is 0.780.